Predict the product of the given reaction. From a dataset of Forward reaction prediction with 1.9M reactions from USPTO patents (1976-2016). Given the reactants P([O:4][C@@:5](CCO)(C)[CH2:6]C([O-])=O)(=O)=O.CC(C)=CCC/C(/C)=C/COP(OP(O)(O)=O)(O)=O.[C:33]([S:36][CH2:37][CH2:38][NH:39][C:40](=[O:83])[CH2:41][CH2:42][NH:43][C:44](=[O:82])[C@H:45]([OH:81])[C:46]([CH3:80])([CH3:79])[CH2:47][O:48][P:49]([OH:78])(=[O:77])[O:50][P:51]([OH:76])(=[O:75])[O:52][CH2:53][C@H:54]1[O:58][C@@H:57]([N:59]2[C:68]3[N:67]=[CH:66][N:65]=[C:63]([NH2:64])[C:62]=3[N:61]=[CH:60]2)[C@H:56]([OH:69])[C@@H:55]1[O:70][P:71]([OH:74])([OH:73])=[O:72])(=[O:35])[CH3:34], predict the reaction product. The product is: [C:33]([S:36][CH2:37][CH2:38][NH:39][C:40](=[O:83])[CH2:41][CH2:42][NH:43][C:44](=[O:82])[C@H:45]([OH:81])[C:46]([CH3:79])([CH3:80])[CH2:47][O:48][P:49]([OH:78])(=[O:77])[O:50][P:51]([OH:76])(=[O:75])[O:52][CH2:53][C@H:54]1[O:58][C@@H:57]([N:59]2[C:68]3[N:67]=[CH:66][N:65]=[C:63]([NH2:64])[C:62]=3[N:61]=[CH:60]2)[C@H:56]([OH:69])[C@@H:55]1[O:70][P:71]([OH:74])([OH:73])=[O:72])(=[O:35])[CH2:34][C:5]([CH3:6])=[O:4].